Dataset: Catalyst prediction with 721,799 reactions and 888 catalyst types from USPTO. Task: Predict which catalyst facilitates the given reaction. (1) Reactant: [CH2:1]([N:3]1[C:12]2[C:11](=[N:13][C:14]#[N:15])[NH:10][CH2:9][C:8]([C:16]3[CH:21]=[CH:20][C:19]([O:22]C)=[CH:18][CH:17]=3)=[N:7][C:6]=2[C:5]([CH3:24])=[N:4]1)[CH3:2].B(Br)(Br)Br. Product: [CH2:1]([N:3]1[C:12]2[C:11](=[N:13][C:14]#[N:15])[NH:10][CH2:9][C:8]([C:16]3[CH:17]=[CH:18][C:19]([OH:22])=[CH:20][CH:21]=3)=[N:7][C:6]=2[C:5]([CH3:24])=[N:4]1)[CH3:2]. The catalyst class is: 4. (2) Reactant: [F:1][C:2]1[CH:3]=[C:4]([CH:29]=[CH:30][CH:31]=1)[O:5][C:6]1[CH:28]=[CH:27][C:9]([O:10][C:11]2[N:19]=[CH:18][C:17]([NH:20][CH:21]3[CH2:26][CH2:25][NH:24][CH2:23][CH2:22]3)=[CH:16][C:12]=2[C:13]([NH2:15])=[O:14])=[CH:8][CH:7]=1.C(N(CC)C(C)C)(C)C.[C:41](Cl)(=[O:45])/[CH:42]=[CH:43]/[CH3:44]. Product: [C:41]([N:24]1[CH2:23][CH2:22][CH:21]([NH:20][C:17]2[CH:18]=[N:19][C:11]([O:10][C:9]3[CH:27]=[CH:28][C:6]([O:5][C:4]4[CH:29]=[CH:30][CH:31]=[C:2]([F:1])[CH:3]=4)=[CH:7][CH:8]=3)=[C:12]([CH:16]=2)[C:13]([NH2:15])=[O:14])[CH2:26][CH2:25]1)(=[O:45])/[CH:42]=[CH:43]/[CH3:44]. The catalyst class is: 2. (3) Reactant: [NH3:1].[CH2:2]([O:4][C:5]([C:7]1[C:8]2[S:16][CH:15]=[C:14]([CH2:17][O:18][C:19]3[CH:24]=[C:23]([C:25]4[N:29](C)[CH:28]=[N:27][N:26]=4)[CH:22]=[CH:21][C:20]=3[CH3:31])[C:9]=2[C:10](Cl)=[N:11][CH:12]=1)=[O:6])[CH3:3].[CH3:32]C(O)C. Product: [CH2:2]([O:4][C:5]([C:7]1[C:8]2[S:16][CH:15]=[C:14]([CH2:17][O:18][C:19]3[CH:24]=[C:23]([C:25]4[NH:29][C:28]([CH3:32])=[N:27][N:26]=4)[CH:22]=[CH:21][C:20]=3[CH3:31])[C:9]=2[C:10]([NH2:11])=[N:1][CH:12]=1)=[O:6])[CH3:3]. The catalyst class is: 4. (4) Reactant: [BH4-].[Na+].[S:3]1[C:7]2[CH:8]=[CH:9][C:10]([CH2:12][C:13](O)=[O:14])=[CH:11][C:6]=2[CH:5]=[CH:4]1.S(=O)(=O)(O)O. Product: [S:3]1[C:7]2[CH:8]=[CH:9][C:10]([CH2:12][CH2:13][OH:14])=[CH:11][C:6]=2[CH:5]=[CH:4]1. The catalyst class is: 7. (5) Reactant: [NH2:1][C@H:2]1[CH2:8][CH2:7][CH2:6][CH2:5][N:4](CC2C=CC=CC=2)[C:3]1=[O:16].[CH2:17]1[C:22](=[O:23])[N:21]([O:24][C:25](ON2C(=O)CCC2=O)=[O:26])[C:19](=[O:20])[CH2:18]1. The catalyst class is: 10. Product: [O:16]=[C:3]1[C@@H:2]([NH:1][C:25]([O:24][N:21]2[C:22](=[O:23])[CH2:17][CH2:18][C:19]2=[O:20])=[O:26])[CH2:8][CH2:7][CH2:6][CH2:5][NH:4]1.